This data is from Reaction yield outcomes from USPTO patents with 853,638 reactions. The task is: Predict the reaction yield, written as a fraction of the theoretical maximum amount of product (1.0 means a 100% yield; for example, 0.34 means a 34% yield). (1) The reactants are [F:1][C:2]([F:8])([F:7])[S:3]([OH:6])(=[O:5])=[O:4].C([O-])(O)=O.[Na+:13].CO. The catalyst is C(Cl)Cl. The product is [O-:6][S:3]([C:2]([F:8])([F:7])[F:1])(=[O:5])=[O:4].[Na+:13]. The yield is 0.660. (2) The reactants are [CH3:1][C:2]([CH3:6])([CH3:5])[CH:3]=O.Cl.[Cl:8][C:9]1[CH:22]=[C:21]([O:23][CH2:24][CH:25]=[C:26]([Cl:28])[Cl:27])[CH:20]=[C:19]([Cl:29])[C:10]=1[O:11][CH2:12][CH2:13][CH2:14][CH2:15][CH2:16][O:17][NH2:18].C(O)(=O)CC(CC(O)=O)(C(O)=O)O. The catalyst is N1C=CC=CC=1. The product is [Cl:8][C:9]1[CH:22]=[C:21]([O:23][CH2:24][CH:25]=[C:26]([Cl:28])[Cl:27])[CH:20]=[C:19]([Cl:29])[C:10]=1[O:11][CH2:12][CH2:13][CH2:14][CH2:15][CH2:16][O:17][N:18]=[CH:3][C:2]([CH3:6])([CH3:5])[CH3:1]. The yield is 0.968.